From a dataset of Catalyst prediction with 721,799 reactions and 888 catalyst types from USPTO. Predict which catalyst facilitates the given reaction. (1) Reactant: [NH2:1][CH2:2][C:3]([CH3:8])([CH3:7])[C:4]([OH:6])=[O:5].[CH3:9][C:10]([O:13][C:14](O[C:14]([O:13][C:10]([CH3:12])([CH3:11])[CH3:9])=[O:15])=[O:15])([CH3:12])[CH3:11].CCN(C(C)C)C(C)C. The catalyst class is: 3. Product: [C:10]([O:13][C:14]([NH:1][CH2:2][C:3]([CH3:8])([CH3:7])[C:4]([OH:6])=[O:5])=[O:15])([CH3:12])([CH3:11])[CH3:9]. (2) Reactant: Cl[C:2]1[N:7]=[C:6]([CH2:8][CH2:9][C:10]2[CH:15]=[CH:14][CH:13]=[CH:12][C:11]=2[C:16]([CH3:21])([CH3:20])[C:17]([NH2:19])=[O:18])[C:5]([Cl:22])=[CH:4][N:3]=1.[CH3:23][N:24]1[CH:28]=[C:27]([NH2:29])[CH:26]=[N:25]1.O.C1(C)C=CC(S(O)(=O)=O)=CC=1. Product: [Cl:22][C:5]1[C:6]([CH2:8][CH2:9][C:10]2[CH:15]=[CH:14][CH:13]=[CH:12][C:11]=2[C:16]([CH3:21])([CH3:20])[C:17]([NH2:19])=[O:18])=[N:7][C:2]([NH:29][C:27]2[CH:26]=[N:25][N:24]([CH3:23])[CH:28]=2)=[N:3][CH:4]=1. The catalyst class is: 12. (3) The catalyst class is: 524. Product: [Cl:34][C:2]([Cl:33])([Cl:1])[CH2:3][O:4][C:5]([C@@H:7]1[CH2:12][CH2:11][CH2:10][N:9]([C:13](=[O:32])[C@@H:14]([NH:16][C:17](=[O:31])[C@@H:18]([NH:22][C:23](=[O:30])[C:24]([C:28]#[N:29])([CH3:27])/[CH:25]=[CH:26]/[C:36]2[CH:45]=[C:44]3[C:39]([CH:40]=[CH:41][C:42]([C@H:46]([OH:48])[CH3:47])=[N:43]3)=[CH:38][CH:37]=2)[CH:19]([CH3:21])[CH3:20])[CH3:15])[NH:8]1)=[O:6]. Reactant: [Cl:1][C:2]([Cl:34])([Cl:33])[CH2:3][O:4][C:5]([C@@H:7]1[CH2:12][CH2:11][CH2:10][N:9]([C:13](=[O:32])[C@@H:14]([NH:16][C:17](=[O:31])[C@@H:18]([NH:22][C:23](=[O:30])[C:24]([C:28]#[N:29])([CH3:27])[CH:25]=[CH2:26])[CH:19]([CH3:21])[CH3:20])[CH3:15])[NH:8]1)=[O:6].Br[C:36]1[CH:45]=[C:44]2[C:39]([CH:40]=[CH:41][C:42]([C@H:46]([OH:48])[CH3:47])=[N:43]2)=[CH:38][CH:37]=1.C1(C)C=CC=CC=1P(C1C=CC=CC=1C)C1C=CC=CC=1C.C1(CNCC2CCCCC2)CCCCC1. (4) Reactant: [CH2:1]([O:3][C:4]1[CH:9]=[CH:8][C:7]([S:10]([N:13]([CH:21]([CH3:26])[C:22](OC)=[O:23])[C:14]2[CH:19]=[CH:18][C:17]([CH3:20])=[CH:16][CH:15]=2)(=[O:12])=[O:11])=[CH:6][CH:5]=1)[CH3:2].O.[NH2:28][NH2:29]. Product: [CH2:1]([O:3][C:4]1[CH:9]=[CH:8][C:7]([S:10]([N:13]([CH:21]([CH3:26])[C:22]([NH:28][NH2:29])=[O:23])[C:14]2[CH:19]=[CH:18][C:17]([CH3:20])=[CH:16][CH:15]=2)(=[O:12])=[O:11])=[CH:6][CH:5]=1)[CH3:2]. The catalyst class is: 5. (5) Reactant: [NH2:1][C:2]1[C:7]([F:8])=[C:6]([C:9]2[CH:14]=[CH:13][C:12]([Cl:15])=[C:11]([F:16])[CH:10]=2)[N:5]=[C:4]([C:17]([O:19][CH3:20])=[O:18])[CH:3]=1.[I:21](O)(=O)(=O)=O.II. Product: [NH2:1][C:2]1[C:7]([F:8])=[C:6]([C:9]2[CH:14]=[CH:13][C:12]([Cl:15])=[C:11]([F:16])[CH:10]=2)[N:5]=[C:4]([C:17]([O:19][CH3:20])=[O:18])[C:3]=1[I:21]. The catalyst class is: 138. (6) Reactant: [H-].[Na+].[I-].[CH3:4][S+:5]([CH3:8])([CH3:7])=[O:6].[CH3:9]S(C)=O.[Cl:13][C:14]1[CH:30]=[CH:29][C:17](/[CH:18]=[C:19]2\[C:20](=[O:28])[NH:21][C:22]3[C:27]\2=[CH:26][CH:25]=[CH:24][CH:23]=3)=[CH:16][CH:15]=1. Product: [CH3:7][S:5]([CH3:8])(=[O:6])=[CH2:4].[Cl:13][C:14]1[CH:15]=[CH:16][C:17]([C@@H:18]2[C@:19]3([C:27]4[C:22](=[CH:23][CH:24]=[CH:25][CH:26]=4)[NH:21][C:20]3=[O:28])[CH2:9]2)=[CH:29][CH:30]=1. The catalyst class is: 1. (7) Reactant: [N+:1]([C:4]1[CH:5]=[C:6]([NH:17][C:18]2[C:27]3[C:22](=[CH:23][CH:24]=[CH:25][CH:26]=3)[N:21]=[C:20]([C:28]([O:30]CC)=O)[N:19]=2)[CH:7]=[C:8]([O:10][C:11]2[CH:16]=[CH:15][CH:14]=[CH:13][CH:12]=2)[CH:9]=1)([O-:3])=[O:2].[NH3:33]. Product: [N+:1]([C:4]1[CH:5]=[C:6]([NH:17][C:18]2[C:27]3[C:22](=[CH:23][CH:24]=[CH:25][CH:26]=3)[N:21]=[C:20]([C:28]([NH2:33])=[O:30])[N:19]=2)[CH:7]=[C:8]([O:10][C:11]2[CH:12]=[CH:13][CH:14]=[CH:15][CH:16]=2)[CH:9]=1)([O-:3])=[O:2]. The catalyst class is: 5. (8) Reactant: [Br:1][C:2]1[C:15]2[N:14]3[CH:16]=[CH:17][N:18]=[C:13]3[C:12]3[CH:11]=[CH:10][CH:9]=[CH:8][C:7]=3[C:6]=2[CH:5]=[CH:4][CH:3]=1.C1C(=O)N([Br:26])C(=O)C1. Product: [Br:26][C:16]1[N:14]2[C:15]3[C:2]([Br:1])=[CH:3][CH:4]=[CH:5][C:6]=3[C:7]3[CH:8]=[CH:9][CH:10]=[CH:11][C:12]=3[C:13]2=[N:18][CH:17]=1. The catalyst class is: 3. (9) Reactant: [CH3:1][C:2]1[N:6]=[C:5]([CH3:7])[S:4][C:3]=1/[CH:8]=[CH:9]/[C:10](N(C)C)=O.[CH3:15][NH:16][C:17]1[CH:22]=[CH:21][C:20]([NH:23][C:24]([NH2:26])=[NH:25])=[CH:19][C:18]=1[C:27]([F:30])([F:29])[F:28]. Product: [CH3:7][C:5]1[S:4][C:3]([C:8]2[CH:9]=[CH:10][N:26]=[C:24]([NH:23][C:20]3[CH:21]=[CH:22][C:17]([NH:16][CH3:15])=[C:18]([C:27]([F:28])([F:29])[F:30])[CH:19]=3)[N:25]=2)=[C:2]([CH3:1])[N:6]=1. The catalyst class is: 23. (10) Reactant: CN(C(ON1N=NC2C=CC=CC1=2)=[N+](C)C)C.F[P-](F)(F)(F)(F)F.[C:25]([O:29][C:30](=[O:42])[NH:31][CH:32]([C:34]1[S:35][CH:36]=[C:37]([C:39]([OH:41])=O)[N:38]=1)[CH3:33])([CH3:28])([CH3:27])[CH3:26].C(N(C(C)C)CC)(C)C.[NH:52]1[C:61]2[C:56](=[CH:57][CH:58]=[CH:59][CH:60]=2)[CH2:55][CH2:54][CH2:53]1. Product: [C:25]([O:29][C:30](=[O:42])[NH:31][CH:32]([C:34]1[S:35][CH:36]=[C:37]([C:39]([N:52]2[C:61]3[C:56](=[CH:57][CH:58]=[CH:59][CH:60]=3)[CH2:55][CH2:54][CH2:53]2)=[O:41])[N:38]=1)[CH3:33])([CH3:26])([CH3:27])[CH3:28]. The catalyst class is: 3.